This data is from Forward reaction prediction with 1.9M reactions from USPTO patents (1976-2016). The task is: Predict the product of the given reaction. (1) Given the reactants [F:1][C:2]([F:24])([F:23])[C:3]1[CH:4]=[C:5]([C@H:9]2[C@H:13]([CH2:14][O:15]C3CCCCO3)[O:12][C:11](=[O:22])[NH:10]2)[CH:6]=[CH:7][CH:8]=1.[Cl:25][C:26]1[CH:39]=[CH:38][C:29]([O:30][C:31]2[CH:36]=[N:35][C:34](Br)=[CH:33][N:32]=2)=[CH:28][CH:27]=1.CNCCNC.C(=O)([O-])[O-].[K+].[K+].C1(C)C(S(O)(=O)=O)=CC=CC=1, predict the reaction product. The product is: [Cl:25][C:26]1[CH:39]=[CH:38][C:29]([O:30][C:31]2[N:32]=[CH:33][C:34]([N:10]3[C@@H:9]([C:5]4[CH:6]=[CH:7][CH:8]=[C:3]([C:2]([F:1])([F:23])[F:24])[CH:4]=4)[C@H:13]([CH2:14][OH:15])[O:12][C:11]3=[O:22])=[N:35][CH:36]=2)=[CH:28][CH:27]=1. (2) Given the reactants [C:1]([C:5]1[CH:6]=[C:7]([C:20]([O:22]CC)=[O:21])[N:8]([CH2:10][C:11]2[C:16]([CH3:17])=[CH:15][C:14]([CH3:18])=[CH:13][C:12]=2[CH3:19])[N:9]=1)([CH3:4])([CH3:3])[CH3:2].[OH-].[Na+].C1COCC1.Cl, predict the reaction product. The product is: [C:1]([C:5]1[CH:6]=[C:7]([C:20]([OH:22])=[O:21])[N:8]([CH2:10][C:11]2[C:16]([CH3:17])=[CH:15][C:14]([CH3:18])=[CH:13][C:12]=2[CH3:19])[N:9]=1)([CH3:4])([CH3:2])[CH3:3]. (3) Given the reactants [CH2:1]([O:3][C:4]([C:6]1[C:7]([O:24][CH3:25])=[C:8]2[N:13]([CH:14]=1)[N:12]=[CH:11][N:10]=[C:9]2NC1C=CC(C)=C(O)C=1)=[O:5])[CH3:2].[Br:26][C:27]1[CH:33]=[CH:32][C:30]([NH2:31])=[C:29]([F:34])[CH:28]=1, predict the reaction product. The product is: [CH2:1]([O:3][C:4]([C:6]1[C:7]([O:24][CH3:25])=[C:8]2[N:13]([CH:14]=1)[N:12]=[CH:11][N:10]=[C:9]2[NH:31][C:30]1[CH:32]=[CH:33][C:27]([Br:26])=[CH:28][C:29]=1[F:34])=[O:5])[CH3:2]. (4) Given the reactants [N:1]1[CH:6]=[CH:5][N:4]=[C:3]([C:7]([OH:9])=O)[C:2]=1[C:10]([OH:12])=O.C(OC(=O)C)(=O)C.[NH2:20][C:21]1[CH:26]=[CH:25][C:24]([Cl:27])=[CH:23][N:22]=1, predict the reaction product. The product is: [Cl:27][C:24]1[CH:25]=[CH:26][C:21]([N:20]2[C:10](=[O:12])[C:2]3[C:3](=[N:4][CH:5]=[CH:6][N:1]=3)[C:7]2=[O:9])=[N:22][CH:23]=1. (5) Given the reactants [CH3:1][O:2][C:3](=[O:12])[C:4]1[CH:9]=[C:8]([F:10])[CH:7]=[CH:6][C:5]=1[NH2:11].[Br:13][C:14]1[CH:15]=[C:16]([CH:19]=[CH:20][CH:21]=1)[CH:17]=O, predict the reaction product. The product is: [CH3:1][O:2][C:3](=[O:12])[C:4]1[CH:9]=[C:8]([F:10])[CH:7]=[CH:6][C:5]=1[N:11]=[CH:17][C:16]1[CH:19]=[CH:20][CH:21]=[C:14]([Br:13])[CH:15]=1. (6) Given the reactants C1C2C(COC(=O)N[C@H](C([N:25]3[C:29]4=[N:30][CH:31]=[C:32](Br)[CH:33]=[C:28]4[C:27]([C@@H:35]([C:37]4[C:42]([Cl:43])=[CH:41][CH:40]=[C:39]([F:44])[C:38]=4[Cl:45])[CH3:36])=[CH:26]3)=O)CC(C)C)C3C(=CC=CC=3)C=2C=CC=1.O1CCCCC1[O:53][CH2:54][CH2:55][N:56]1[CH:60]=[C:59](B2OC(C)(C)C(C)(C)O2)[CH:58]=[N:57]1.C(=O)([O-])[O-].[K+].[K+].Cl, predict the reaction product. The product is: [Cl:45][C:38]1[C:39]([F:44])=[CH:40][CH:41]=[C:42]([Cl:43])[C:37]=1[C@H:35]([C:27]1[C:28]2[C:29](=[N:30][CH:31]=[C:32]([C:59]3[CH:58]=[N:57][N:56]([CH2:55][CH2:54][OH:53])[CH:60]=3)[CH:33]=2)[NH:25][CH:26]=1)[CH3:36].